This data is from Reaction yield outcomes from USPTO patents with 853,638 reactions. The task is: Predict the reaction yield, written as a fraction of the theoretical maximum amount of product (1.0 means a 100% yield; for example, 0.34 means a 34% yield). (1) The reactants are [I:1][C:2]1[CH:11]=[N:10][C:5]2[NH:6][CH2:7][CH2:8][NH:9][C:4]=2[CH:3]=1.[Cl:12][C:13]1[CH:18]=[CH:17][CH:16]=[CH:15][C:14]=1[S:19](Cl)(=[O:21])=[O:20]. The catalyst is N1C=CC=CC=1. The product is [Cl:12][C:13]1[CH:18]=[CH:17][CH:16]=[CH:15][C:14]=1[S:19]([N:9]1[CH2:8][CH2:7][NH:6][C:5]2[N:10]=[CH:11][C:2]([I:1])=[CH:3][C:4]1=2)(=[O:21])=[O:20]. The yield is 0.100. (2) The reactants are [C:1]([N:8]1[CH2:15][C@@H:14]([N:16]([C:25](=[O:27])[CH3:26])[CH:17]2[CH2:22][CH2:21][C:20]([CH3:24])([CH3:23])[CH2:19][CH2:18]2)[CH2:13][C@H:9]1[C:10](O)=[O:11])([O:3][C:4]([CH3:7])([CH3:6])[CH3:5])=[O:2].CCN(C(C)C)C(C)C.[CH3:37][N:38]1[CH2:43][CH2:42][NH:41][CH2:40][CH2:39]1.CN(C(ON1N=NC2C=CC=CC1=2)=[N+](C)C)C.F[P-](F)(F)(F)(F)F. The catalyst is CN(C=O)C. The product is [C:1]([N:8]1[CH2:15][C@@H:14]([N:16]([C:25](=[O:27])[CH3:26])[CH:17]2[CH2:22][CH2:21][C:20]([CH3:23])([CH3:24])[CH2:19][CH2:18]2)[CH2:13][C@H:9]1[C:10]([N:41]1[CH2:42][CH2:43][N:38]([CH3:37])[CH2:39][CH2:40]1)=[O:11])([O:3][C:4]([CH3:5])([CH3:6])[CH3:7])=[O:2]. The yield is 0.950.